From a dataset of Forward reaction prediction with 1.9M reactions from USPTO patents (1976-2016). Predict the product of the given reaction. (1) Given the reactants [CH:1]([C:3]1[CH:4]=[CH:5][C:6]([O:9][C:10]2[CH:18]=[CH:17][C:13]([C:14]([NH2:16])=[O:15])=[CH:12][CH:11]=2)=[N:7][CH:8]=1)=O.[C:19]1([CH:25]2[CH2:29][CH2:28][NH:27][CH2:26]2)[CH:24]=[CH:23][CH:22]=[CH:21][CH:20]=1.C(O[BH-](OC(=O)C)OC(=O)C)(=O)C.[Na+].CC(O)=O, predict the reaction product. The product is: [C:19]1([CH:25]2[CH2:29][CH2:28][N:27]([CH2:1][C:3]3[CH:4]=[CH:5][C:6]([O:9][C:10]4[CH:18]=[CH:17][C:13]([C:14]([NH2:16])=[O:15])=[CH:12][CH:11]=4)=[N:7][CH:8]=3)[CH2:26]2)[CH:24]=[CH:23][CH:22]=[CH:21][CH:20]=1. (2) The product is: [CH3:34][S:35]([O:8][CH2:9][C:10]1[CH:15]=[CH:14][C:13]([CH2:16][CH2:17][NH:18][C:19]([C:21]2[CH:26]=[CH:25][C:24]([C:27]3[CH:28]=[CH:29][C:30]([Cl:33])=[CH:31][CH:32]=3)=[CH:23][CH:22]=2)=[O:20])=[CH:12][CH:11]=1)(=[O:37])=[O:36]. Given the reactants C(N(CC)CC)C.[OH:8][CH2:9][C:10]1[CH:15]=[CH:14][C:13]([CH2:16][CH2:17][NH:18][C:19]([C:21]2[CH:26]=[CH:25][C:24]([C:27]3[CH:32]=[CH:31][C:30]([Cl:33])=[CH:29][CH:28]=3)=[CH:23][CH:22]=2)=[O:20])=[CH:12][CH:11]=1.[CH3:34][S:35](Cl)(=[O:37])=[O:36].C([O-])(O)=O.[Na+], predict the reaction product. (3) Given the reactants [Cl:1][C:2]1[CH:7]=[C:6]([Cl:8])[CH:5]=[CH:4][C:3]=1[N:9]1[C:14]2=[N:15][C:16]3[C:17](=[C:18]([C:22]([O:24]C)=[O:23])[CH:19]=[CH:20][CH:21]=3)[N:13]2[CH2:12][CH2:11][CH2:10]1.[OH-].[Na+].Cl, predict the reaction product. The product is: [Cl:1][C:2]1[CH:7]=[C:6]([Cl:8])[CH:5]=[CH:4][C:3]=1[N:9]1[C:14]2=[N:15][C:16]3[C:17](=[C:18]([C:22]([OH:24])=[O:23])[CH:19]=[CH:20][CH:21]=3)[N:13]2[CH2:12][CH2:11][CH2:10]1. (4) Given the reactants N#N.Cl[C:4]1[N:9]=[C:8]([NH:10][C@H:11]2[C:19]3[C:14](=[CH:15][CH:16]=[C:17]([F:20])[CH:18]=3)[CH2:13][CH2:12]2)[C:7]([N+:21]([O-:23])=[O:22])=[CH:6][CH:5]=1.[CH3:24][C:25]1[NH:29][N:28]=[C:27]([NH2:30])[CH:26]=1.C(N(C(C)C)CC)(C)C, predict the reaction product. The product is: [F:20][C:17]1[CH:18]=[C:19]2[C:14]([CH2:13][CH2:12][C@H:11]2[NH:10][C:8]2[C:7]([N+:21]([O-:23])=[O:22])=[CH:6][CH:5]=[C:4]([NH:30][C:27]3[CH:26]=[C:25]([CH3:24])[NH:29][N:28]=3)[N:9]=2)=[CH:15][CH:16]=1. (5) The product is: [F:45][C:2]([F:1])([F:44])[CH2:3][CH2:4][C@@H:5]([C:20](=[O:43])[NH:21][CH:22]1[C:28](=[O:29])[NH:27][C:26]2[C:30]([CH2:34][OH:35])=[CH:31][CH:32]=[CH:33][C:25]=2[C:24]([C:36]2[CH:41]=[CH:40][CH:39]=[C:38]([F:42])[CH:37]=2)=[N:23]1)[C@H:6]([CH2:14][CH2:15][C:16]([F:17])([F:18])[F:19])[C:7]([OH:9])=[O:8]. Given the reactants [F:1][C:2]([F:45])([F:44])[CH2:3][CH2:4][C@@H:5]([C:20](=[O:43])[NH:21][CH:22]1[C:28](=[O:29])[NH:27][C:26]2[C:30]([CH2:34][OH:35])=[CH:31][CH:32]=[CH:33][C:25]=2[C:24]([C:36]2[CH:41]=[CH:40][CH:39]=[C:38]([F:42])[CH:37]=2)=[N:23]1)[C@H:6]([CH2:14][CH2:15][C:16]([F:19])([F:18])[F:17])[C:7]([O:9]C(C)(C)C)=[O:8].C(O)(C(F)(F)F)=O, predict the reaction product. (6) Given the reactants C(NC([C@@H:6]1[C@H:10](C)[O:9][C:8]([C:12]2[CH:17]=[CH:16][C:15]([I:18])=[CH:14][C:13]=2[OH:19])=[N:7]1)=O)C.S(Cl)(Cl)=O.[CH3:24][C:25](=[O:29])[O:26][CH2:27]C, predict the reaction product. The product is: [OH:19][C:13]1[CH:14]=[C:15]([I:18])[CH:16]=[CH:17][C:12]=1[C:8]1[O:9][C@@H:10]([CH3:6])[C@@H:24]([C:25]([O:26][CH3:27])=[O:29])[N:7]=1. (7) Given the reactants [N:1]1([CH:7]([CH3:13])[C:8]([O:10][CH2:11][CH3:12])=[O:9])[CH2:6][CH2:5][NH:4][CH2:3][CH2:2]1.C(=O)([O-])[O-].[K+].[K+].Br[CH2:21][CH3:22], predict the reaction product. The product is: [CH2:21]([N:4]1[CH2:5][CH2:6][N:1]([CH:7]([CH3:13])[C:8]([O:10][CH2:11][CH3:12])=[O:9])[CH2:2][CH2:3]1)[CH3:22]. (8) Given the reactants C(NC(C)C)(C)C.C([Li])CCC.CN(C)CCN(C)C.Cl[CH2:22][CH2:23][N:24]1[CH2:29][CH2:28][CH2:27][CH:26]([C:30]([O:32][CH2:33][CH3:34])=[O:31])[CH2:25]1, predict the reaction product. The product is: [N:24]12[CH2:25][C:26]([C:30]([O:32][CH2:33][CH3:34])=[O:31])([CH2:22][CH2:23]1)[CH2:27][CH2:28][CH2:29]2.